This data is from Peptide-MHC class I binding affinity with 185,985 pairs from IEDB/IMGT. The task is: Regression. Given a peptide amino acid sequence and an MHC pseudo amino acid sequence, predict their binding affinity value. This is MHC class I binding data. (1) The peptide sequence is VGNVYVKI. The MHC is Mamu-B52 with pseudo-sequence Mamu-B52. The binding affinity (normalized) is 0.879. (2) The peptide sequence is WLPWIPQLI. The MHC is HLA-A11:01 with pseudo-sequence HLA-A11:01. The binding affinity (normalized) is 0.0847.